This data is from Peptide-MHC class II binding affinity with 134,281 pairs from IEDB. The task is: Regression. Given a peptide amino acid sequence and an MHC pseudo amino acid sequence, predict their binding affinity value. This is MHC class II binding data. (1) The peptide sequence is STGGAYESYKFIPALEAAVK. The MHC is DRB1_1302 with pseudo-sequence DRB1_1302. The binding affinity (normalized) is 0.473. (2) The peptide sequence is PDLPYDYGALEPAIS. The MHC is DRB3_0101 with pseudo-sequence DRB3_0101. The binding affinity (normalized) is 0.150. (3) The peptide sequence is WTGALVTPCAAEEQK. The MHC is DRB4_0101 with pseudo-sequence DRB4_0103. The binding affinity (normalized) is 0. (4) The peptide sequence is PDEYVEQVAQYKALP. The MHC is DRB1_0802 with pseudo-sequence DRB1_0802. The binding affinity (normalized) is 0.325.